Dataset: Buchwald-Hartwig C-N cross coupling reaction yields with 55,370 reactions. Task: Predict the reaction yield, written as a fraction of the theoretical maximum amount of product (1.0 means a 100% yield; for example, 0.34 means a 34% yield). The reactants are FC(F)(F)c1ccc(Cl)cc1.Cc1ccc(N)cc1.O=S(=O)(O[Pd]1c2ccccc2-c2ccccc2N~1)C(F)(F)F.CC(C)c1cc(C(C)C)c(-c2ccccc2P(C(C)(C)C)C(C)(C)C)c(C(C)C)c1.CCN=P(N=P(N(C)C)(N(C)C)N(C)C)(N(C)C)N(C)C.CCOC(=O)c1cc(OC)no1. No catalyst specified. The product is Cc1ccc(Nc2ccc(C(F)(F)F)cc2)cc1. The yield is 0.242.